Dataset: Full USPTO retrosynthesis dataset with 1.9M reactions from patents (1976-2016). Task: Predict the reactants needed to synthesize the given product. Given the product [C:1]([O:5][C:6]([N:8]1[CH2:13][CH2:12][CH2:11][CH:10]([C:35]2[N:36]=[C:19]([C:15]3[NH:14][CH:18]=[CH:17][CH:16]=3)[O:21][N:34]=2)[CH2:9]1)=[O:7])([CH3:4])([CH3:2])[CH3:3], predict the reactants needed to synthesize it. The reactants are: [C:1]([O:5][C:6]([N:8]1[CH2:13][CH2:12][CH2:11][CH2:10][CH2:9]1)=[O:7])([CH3:4])([CH3:3])[CH3:2].[NH:14]1[CH:18]=[CH:17][CH:16]=[C:15]1[C:19]([OH:21])=O.C1C=CC2N(O)N=NC=2C=1.CC[N:34]=[C:35]=[N:36]CCCN(C)C.Cl.C(N(CC)CC)C.